From a dataset of Forward reaction prediction with 1.9M reactions from USPTO patents (1976-2016). Predict the product of the given reaction. (1) Given the reactants Cl.[NH2:2][C:3]1[C:4]([OH:11])=[N:5][C:6]([SH:10])=[N:7][C:8]=1[NH2:9].[F:12][C:13]1[CH:18]=[CH:17][C:16]([C:19](=NO)[CH:20]=O)=[CH:15][CH:14]=1, predict the reaction product. The product is: [F:12][C:13]1[CH:18]=[CH:17][C:16]([C:19]2[N:2]=[C:3]3[C:8](=[N:9][CH:20]=2)[N:7]=[C:6]([SH:10])[N:5]=[C:4]3[OH:11])=[CH:15][CH:14]=1. (2) Given the reactants CON(C)[C:4]([C:6]1[N:7]=[CH:8][N:9]([C:11]2[CH:12]=[C:13]([C:17]3[C:22]([F:23])=[CH:21][CH:20]=[CH:19][C:18]=3[O:24][CH3:25])[CH:14]=[CH:15][CH:16]=2)[CH:10]=1)=[O:5].Br[C:28]1[CH:33]=[C:32]([CH3:34])[CH:31]=[CH:30][N:29]=1, predict the reaction product. The product is: [F:23][C:22]1[C:17]([C:13]2[CH:14]=[CH:15][CH:16]=[C:11]([N:9]3[CH:10]=[C:6]([C:4]([C:28]4[CH:33]=[C:32]([CH3:34])[CH:31]=[CH:30][N:29]=4)=[O:5])[N:7]=[CH:8]3)[CH:12]=2)=[C:18]([O:24][CH3:25])[CH:19]=[CH:20][CH:21]=1. (3) Given the reactants N(C(OCC)=O)=NC(OCC)=O.[Br:13][C:14]1[C:21]([OH:22])=[C:20]([O:23][CH3:24])[CH:19]=[CH:18][C:15]=1[CH:16]=[O:17].[CH:25]1(O)[CH2:30][CH2:29][CH2:28][CH:27]=[CH:26]1.C1(P(C2C=CC=CC=2)C2C=CC=CC=2)C=CC=CC=1, predict the reaction product. The product is: [Br:13][C:14]1[C:21]([O:22][CH:30]2[CH2:29][CH2:28][CH2:27][CH:26]=[CH:25]2)=[C:20]([O:23][CH3:24])[CH:19]=[CH:18][C:15]=1[CH:16]=[O:17]. (4) Given the reactants [NH2:1][CH2:2][C:3]1[C:4]([C:23]2[CH:28]=[CH:27][C:26]([CH3:29])=[CH:25][CH:24]=2)=[C:5]([CH2:14][NH:15][C:16](=[O:22])[O:17][C:18]([CH3:21])([CH3:20])[CH3:19])[C:6]([CH2:10][CH:11]([CH3:13])[CH3:12])=[N:7][C:8]=1[CH3:9].C(N(CC)CC)C.[CH3:37][S:38](Cl)(=[O:40])=[O:39], predict the reaction product. The product is: [CH2:10]([C:6]1[C:5]([CH2:14][NH:15][C:16](=[O:22])[O:17][C:18]([CH3:19])([CH3:20])[CH3:21])=[C:4]([C:23]2[CH:24]=[CH:25][C:26]([CH3:29])=[CH:27][CH:28]=2)[C:3]([CH2:2][NH:1][S:38]([CH3:37])(=[O:40])=[O:39])=[C:8]([CH3:9])[N:7]=1)[CH:11]([CH3:13])[CH3:12]. (5) Given the reactants Cl[C:2]1[CH:3]=[CH:4][C:5]2[N:6]([C:8]([C:11]3[CH:12]=[N:13][C:14]([F:17])=[CH:15][CH:16]=3)=[CH:9][N:10]=2)[N:7]=1.CC1(C)C(C)(C)OB([C:26]2[CH:27]=[C:28]([C:33]([F:36])([F:35])[F:34])[C:29]([NH2:32])=[N:30][CH:31]=2)O1.C([O-])([O-])=O.[Na+].[Na+].N#N, predict the reaction product. The product is: [F:17][C:14]1[N:13]=[CH:12][C:11]([C:8]2[N:6]3[N:7]=[C:2]([C:26]4[CH:27]=[C:28]([C:33]([F:36])([F:35])[F:34])[C:29]([NH2:32])=[N:30][CH:31]=4)[CH:3]=[CH:4][C:5]3=[N:10][CH:9]=2)=[CH:16][CH:15]=1.